The task is: Binary Classification. Given a drug SMILES string, predict its activity (active/inactive) in a high-throughput screening assay against a specified biological target.. This data is from M1 muscarinic receptor antagonist screen with 61,756 compounds. (1) The molecule is Fc1c(OC(C(=O)Nc2ccc(NC(=O)C)cc2)C)cccc1. The result is 0 (inactive). (2) The molecule is s1c2c(nc1/C(=C(/C)C)C#N)cccc2. The result is 0 (inactive). (3) The compound is s1c2nc3CC(OCc3cc2c2nc(nc(OCc3occc3)c12)CC)(C)C. The result is 0 (inactive). (4) The result is 0 (inactive). The drug is S(CC(=O)NC1C2CC(C1)CC2)c1oc(nn1)c1occc1. (5) The compound is S(=O)(=O)(N1CCOCC1)c1ccc(cc1)C(=O)NCCNC1=NS(=O)(=O)c2c1cccc2. The result is 0 (inactive). (6) The molecule is O=C(N1CCC(CC1)c1[nH]c2c(n1)ccc(c2)C)NCc1ccccc1. The result is 0 (inactive). (7) The molecule is O=C1N(C(CC)C)C(=O)NC(=O)C21Cc1c(N(C2)C)ccc(c1)C. The result is 0 (inactive).